This data is from Full USPTO retrosynthesis dataset with 1.9M reactions from patents (1976-2016). The task is: Predict the reactants needed to synthesize the given product. (1) Given the product [Cl:3][CH2:4][CH2:5][CH2:6][CH:7]([C:12]1[CH:13]=[CH:14][C:15]([N:18]([CH3:20])[CH3:19])=[CH:16][CH:17]=1)[C:8]([OH:10])=[O:9], predict the reactants needed to synthesize it. The reactants are: [OH-].[Na+].[Cl:3][CH2:4][CH2:5][CH2:6][CH:7]([C:12]1[CH:17]=[CH:16][C:15]([N:18]([CH3:20])[CH3:19])=[CH:14][CH:13]=1)[C:8]([O:10]C)=[O:9].Cl. (2) The reactants are: [N:1]1[NH:2][N:3]=[N:4][C:5]=1[C:6]1[CH:11]=[CH:10][C:9]([NH:12][C:13]2[N:18]=[C:17]([C:19]3[CH:24]=[CH:23][CH:22]=[C:21]([N:25]4[CH2:30][CH2:29][O:28][CH2:27][CH2:26]4)[CH:20]=3)[CH:16]=[CH:15][N:14]=2)=[CH:8][CH:7]=1.CI.[C:33]([O-])([O-])=O.[K+].[K+]. Given the product [CH3:33][N:3]1[N:2]=[N:1][C:5]([C:6]2[CH:7]=[CH:8][C:9]([NH:12][C:13]3[N:18]=[C:17]([C:19]4[CH:24]=[CH:23][CH:22]=[C:21]([N:25]5[CH2:26][CH2:27][O:28][CH2:29][CH2:30]5)[CH:20]=4)[CH:16]=[CH:15][N:14]=3)=[CH:10][CH:11]=2)=[N:4]1, predict the reactants needed to synthesize it. (3) Given the product [NH2:1][C:2]1([CH3:28])[CH2:3][CH2:4][N:5]([C:8]2[N:9]=[CH:10][C:11]3[N:12]=[CH:13][N:14]=[C:15]([NH:18][C:19]4[CH:24]=[CH:23][C:22]([F:25])=[C:21]([Cl:26])[CH:20]=4)[C:16]=3[N:17]=2)[CH2:6][CH2:7]1, predict the reactants needed to synthesize it. The reactants are: [NH2:1][C:2]1([CH3:28])[CH2:7][CH2:6][N:5]([C:8]2[NH:9][CH2:10][C:11]3[N:12]=[C:13](Cl)[N:14]=[C:15]([NH:18][C:19]4[CH:24]=[CH:23][C:22]([F:25])=[C:21]([Cl:26])[CH:20]=4)[C:16]=3[N:17]=2)[CH2:4][CH2:3]1.I.C. (4) Given the product [CH3:8][N:9]1[CH:13]=[C:12]([N:14]2[C:26]3[C:25]4[CH:24]=[C:23]([C:27]5[CH:28]=[N:29][C:30]([O:36][CH3:37])=[C:31]([CH:35]=5)[C:32]([NH:43][CH3:42])=[O:33])[CH:22]=[CH:21][C:20]=4[N:19]=[CH:18][C:17]=3[N:16]([CH3:38])[C:15]2=[O:39])[C:11]([CH3:40])=[N:10]1, predict the reactants needed to synthesize it. The reactants are: OC(C(F)(F)F)=O.[CH3:8][N:9]1[CH:13]=[C:12]([N:14]2[C:26]3[C:25]4[CH:24]=[C:23]([C:27]5[CH:28]=[N:29][C:30]([O:36][CH3:37])=[C:31]([CH:35]=5)[C:32](O)=[O:33])[CH:22]=[CH:21][C:20]=4[N:19]=[CH:18][C:17]=3[N:16]([CH3:38])[C:15]2=[O:39])[C:11]([CH3:40])=[N:10]1.[Cl-].[CH3:42][NH2:43].C(O)C. (5) Given the product [O:87]([C:95]1[C:96]2[O:118][CH2:117][O:116][C:101](=[C:102]([C:110]3[CH:111]=[CH:112][CH:113]=[CH:114][CH:115]=3)[C:103]=1[C:104]1[CH:109]=[CH:108][CH:107]=[CH:106][CH:105]=1)[C:97]=2[C:98]([C@@:29]1([OH:64])[C@@H:28]([CH:65]([C:98](=[O:99])[C:97]2[C:101]3[O:116][CH2:117][O:118][C:96]=2[C:95]([O:87][Si:88]([C:91]([CH3:93])([CH3:92])[CH3:94])([CH3:89])[CH3:90])=[C:103]([C:104]2[CH:105]=[CH:106][CH:107]=[CH:108][CH:109]=2)[C:102]=3[C:110]2[CH:115]=[CH:114][CH:113]=[CH:112][CH:111]=2)[OH:66])[O:27][C@@H:15]([O:16][CH2:17][C:18]2[CH:23]=[CH:22][CH:21]=[CH:20][C:19]=2[N+:24]([O-:26])=[O:25])[C@:14]([C:12](=[O:13])[C:11]2[CH:10]=[C:9]([O:8][CH2:1][C:2]3[CH:7]=[CH:6][CH:5]=[CH:4][CH:3]=3)[C:70]([O:71][CH2:72][C:73]3[CH:74]=[CH:75][CH:76]=[CH:77][CH:78]=3)=[C:69]([O:79][CH2:80][C:81]3[CH:82]=[CH:83][CH:84]=[CH:85][CH:86]=3)[CH:68]=2)([OH:67])[C@@:30]1([C:32](=[O:63])[C:33]1[CH:34]=[C:35]([O:55][CH2:56][C:57]2[CH:58]=[CH:59][CH:60]=[CH:61][CH:62]=2)[C:36]([O:47][CH2:48][C:49]2[CH:54]=[CH:53][CH:52]=[CH:51][CH:50]=2)=[C:37]([O:39][CH2:40][C:41]2[CH:42]=[CH:43][CH:44]=[CH:45][CH:46]=2)[CH:38]=1)[OH:31])=[O:99])[Si:88]([C:91]([CH3:92])([CH3:93])[CH3:94])([CH3:90])[CH3:89], predict the reactants needed to synthesize it. The reactants are: [CH2:1]([O:8][C:9]1[CH:10]=[C:11]([CH:68]=[C:69]([O:79][CH2:80][C:81]2[CH:86]=[CH:85][CH:84]=[CH:83][CH:82]=2)[C:70]=1[O:71][CH2:72][C:73]1[CH:78]=[CH:77][CH:76]=[CH:75][CH:74]=1)[C:12]([C@@:14]1([OH:67])[C@@:30]([C:32](=[O:63])[C:33]2[CH:38]=[C:37]([O:39][CH2:40][C:41]3[CH:46]=[CH:45][CH:44]=[CH:43][CH:42]=3)[C:36]([O:47][CH2:48][C:49]3[CH:54]=[CH:53][CH:52]=[CH:51][CH:50]=3)=[C:35]([O:55][CH2:56][C:57]3[CH:62]=[CH:61][CH:60]=[CH:59][CH:58]=3)[CH:34]=2)([OH:31])[C@H:29]([OH:64])[C@@H:28]([CH2:65][OH:66])[O:27][C@H:15]1[O:16][CH2:17][C:18]1[CH:23]=[CH:22][CH:21]=[CH:20][C:19]=1[N+:24]([O-:26])=[O:25])=[O:13])[C:2]1[CH:7]=[CH:6][CH:5]=[CH:4][CH:3]=1.[O:87]([C:95]1[C:96]2[O:118][CH2:117][O:116][C:101](=[C:102]([C:110]3[CH:115]=[CH:114][CH:113]=[CH:112][CH:111]=3)[C:103]=1[C:104]1[CH:109]=[CH:108][CH:107]=[CH:106][CH:105]=1)[C:97]=2[C:98](O)=[O:99])[Si:88]([C:91]([CH3:94])([CH3:93])[CH3:92])([CH3:90])[CH3:89]. (6) Given the product [C:22]([O:26][C:27]([N:29]([C:41]([O:43][C:44]([CH3:47])([CH3:46])[CH3:45])=[O:42])[C:30]1[CH:39]=[CH:38][CH:37]=[C:36]([O:40][CH2:15][C:6]#[C:7][CH3:8])[C:31]=1[C:32]([O:34][CH3:35])=[O:33])=[O:28])([CH3:24])([CH3:25])[CH3:23], predict the reactants needed to synthesize it. The reactants are: CC(C)(C)C(N[C:6]1[CH:15]=CC=C(OCC#C)[C:7]=1[C:8](OC)=O)=O.[C:22]([O:26][C:27]([N:29]([C:41]([O:43][C:44]([CH3:47])([CH3:46])[CH3:45])=[O:42])[C:30]1[CH:39]=[CH:38][CH:37]=[C:36]([OH:40])[C:31]=1[C:32]([O:34][CH3:35])=[O:33])=[O:28])([CH3:25])([CH3:24])[CH3:23].BrCC#CC. (7) Given the product [NH3:17].[Si:60]([O:59][C@H:15]([C:12]1[CH:13]=[CH:14][C:9]([OH:8])=[C:10]([NH:67][S:68]([CH3:71])(=[O:70])=[O:69])[CH:11]=1)[CH2:16][NH:17][CH2:18][CH2:19][CH2:20][CH2:21][CH2:22][CH2:23][CH2:24][CH2:25][CH2:26][N:27]1[CH2:32][CH2:31][CH:30]([N:33]([C:37]2[CH:42]=[CH:41][C:40]([F:43])=[CH:39][C:38]=2[C:44]2[CH:49]=[CH:48][C:47]([OH:50])=[C:46]([Cl:58])[CH:45]=2)[C:34](=[O:35])[O-:36])[CH2:29][CH2:28]1)([C:63]([CH3:66])([CH3:64])[CH3:65])([CH3:62])[CH3:61], predict the reactants needed to synthesize it. The reactants are: C([O:8][C:9]1[CH:14]=[CH:13][C:12]([C@@H:15]([O:59][Si:60]([C:63]([CH3:66])([CH3:65])[CH3:64])([CH3:62])[CH3:61])[CH2:16][NH:17][CH2:18][CH2:19][CH2:20][CH2:21][CH2:22][CH2:23][CH2:24][CH2:25][CH2:26][N:27]2[CH2:32][CH2:31][CH:30]([N:33]([C:37]3[CH:42]=[CH:41][C:40]([F:43])=[CH:39][C:38]=3[C:44]3[CH:49]=[CH:48][C:47]([O:50]CC4C=CC=CC=4)=[C:46]([Cl:58])[CH:45]=3)[C:34](=[O:36])[O-:35])[CH2:29][CH2:28]2)=[CH:11][C:10]=1[NH:67][S:68]([CH3:71])(=[O:70])=[O:69])C1C=CC=CC=1. (8) Given the product [CH3:1][N:2]1[C@@H:11]2[CH2:12][C:13]3[CH:18]=[CH:17][C:16]([OH:19])=[C:15]([OH:21])[C:14]=3[C:9]3[C:10]2=[C:5]([CH:6]=[CH:7][CH:8]=3)[CH2:4][CH2:3]1, predict the reactants needed to synthesize it. The reactants are: [CH3:1][N:2]1[C@@H:11]2[CH2:12][C:13]3[CH:18]=[CH:17][C:16]([O:19]C)=[C:15]([OH:21])[C:14]=3[C:9]3=[C:10]2[C:5](=[CH:6][CH:7]=[CH:8]3)[CH2:4][CH2:3]1.Br. (9) Given the product [F:37][C:7]([F:6])([F:36])[O:8][C:9]1[CH:35]=[CH:34][C:12]([CH2:13][O:14][C:15]2[CH:16]=[CH:17][C:18]([N:21]3[C:25]4[CH:26]=[CH:27][C:28]([C:30]([OH:32])=[O:31])=[CH:29][C:24]=4[N:23]=[CH:22]3)=[CH:19][CH:20]=2)=[CH:11][CH:10]=1, predict the reactants needed to synthesize it. The reactants are: C1COCC1.[F:6][C:7]([F:37])([F:36])[O:8][C:9]1[CH:35]=[CH:34][C:12]([CH2:13][O:14][C:15]2[CH:20]=[CH:19][C:18]([N:21]3[C:25]4[CH:26]=[CH:27][C:28]([C:30]([O:32]C)=[O:31])=[CH:29][C:24]=4[N:23]=[CH:22]3)=[CH:17][CH:16]=2)=[CH:11][CH:10]=1.[OH-].[Na+].